Dataset: Full USPTO retrosynthesis dataset with 1.9M reactions from patents (1976-2016). Task: Predict the reactants needed to synthesize the given product. (1) Given the product [Cl:19][C:17]1[CH:18]=[C:13]([CH:11]([NH:10][C:8]([C:6]2[CH:5]=[CH:4][N:3]=[C:2]([NH:1][C:26](=[O:29])[CH2:27][CH3:28])[N:7]=2)=[O:9])[CH3:12])[CH:14]=[N:15][C:16]=1[O:20][CH2:21][C:22]([F:24])([F:23])[F:25], predict the reactants needed to synthesize it. The reactants are: [NH2:1][C:2]1[N:7]=[C:6]([C:8]([NH:10][CH:11]([C:13]2[CH:14]=[N:15][C:16]([O:20][CH2:21][C:22]([F:25])([F:24])[F:23])=[C:17]([Cl:19])[CH:18]=2)[CH3:12])=[O:9])[CH:5]=[CH:4][N:3]=1.[C:26](Cl)(=[O:29])[CH2:27][CH3:28]. (2) Given the product [Cl:21][CH2:22][C:23]([NH:11][C:5]1[N:4]=[C:3]([O:2][CH3:1])[C:8]([O:9][CH3:10])=[CH:7][N:6]=1)=[O:24], predict the reactants needed to synthesize it. The reactants are: [CH3:1][O:2][C:3]1[C:8]([O:9][CH3:10])=[CH:7][N:6]=[C:5]([NH2:11])[N:4]=1.CCN(C(C)C)C(C)C.[Cl:21][CH2:22][C:23](Cl)=[O:24]. (3) The reactants are: Br[C:2]1[CH:7]=[CH:6][C:5]([C:8]2([C:11]3[N:15]4[CH2:16][CH2:17][S:18][C@:19]([CH2:22][O:23][Si:24]([C:27]([CH3:30])([CH3:29])[CH3:28])([CH3:26])[CH3:25])([CH3:21])[CH2:20][C:14]4=[N:13][N:12]=3)[CH2:10][CH2:9]2)=[C:4]([F:31])[CH:3]=1.[CH3:32][N:33]1[CH:37]=[C:36](B2OC(C)(C)C(C)(C)O2)[CH:35]=[N:34]1.C(=O)([O-])[O-].[K+].[K+]. Given the product [Si:24]([O:23][CH2:22][C@:19]1([CH3:21])[S:18][CH2:17][CH2:16][N:15]2[C:11]([C:8]3([C:5]4[CH:6]=[CH:7][C:2]([C:36]5[CH:35]=[N:34][N:33]([CH3:32])[CH:37]=5)=[CH:3][C:4]=4[F:31])[CH2:10][CH2:9]3)=[N:12][N:13]=[C:14]2[CH2:20]1)([C:27]([CH3:30])([CH3:29])[CH3:28])([CH3:26])[CH3:25], predict the reactants needed to synthesize it.